This data is from Catalyst prediction with 721,799 reactions and 888 catalyst types from USPTO. The task is: Predict which catalyst facilitates the given reaction. (1) Reactant: [C:1]([N:8]([CH3:14])[C@H:9]([C:11]([OH:13])=O)[CH3:10])([O:3][C:4]([CH3:7])([CH3:6])[CH3:5])=[O:2].CN(C(ON1N=NC2C=CC=NC1=2)=[N+](C)C)C.F[P-](F)(F)(F)(F)F.CCN(C(C)C)C(C)C.[CH3:48][O:49][C:50]([CH:52]1[CH2:56][N:55]([C:57]([O:59][CH2:60][C:61]2[CH:66]=[CH:65][CH:64]=[CH:63][CH:62]=2)=[O:58])[CH:54]2[CH2:67][CH2:68][N:69]([C:70](=[O:79])[CH:71]([NH2:78])[CH:72]3[CH2:77][CH2:76][CH2:75][CH2:74][CH2:73]3)[CH:53]12)=[O:51]. Product: [CH3:48][O:49][C:50]([CH:52]1[CH2:56][N:55]([C:57]([O:59][CH2:60][C:61]2[CH:62]=[CH:63][CH:64]=[CH:65][CH:66]=2)=[O:58])[CH:54]2[CH2:67][CH2:68][N:69]([C:70](=[O:79])[CH:71]([NH:78][C:11](=[O:13])[CH:9]([N:8]([C:1]([O:3][C:4]([CH3:5])([CH3:6])[CH3:7])=[O:2])[CH3:14])[CH3:10])[CH:72]3[CH2:77][CH2:76][CH2:75][CH2:74][CH2:73]3)[CH:53]12)=[O:51]. The catalyst class is: 296. (2) Reactant: CCN(CC)CC.II.[CH:23]1[CH:28]=[CH:27][C:26](P([C:23]2[CH:28]=[CH:27][CH:26]=[CH:25][CH:24]=2)[C:23]2[CH:28]=[CH:27][CH:26]=[CH:25][CH:24]=2)=[CH:25][CH:24]=1.[CH2:29]([O:36][N:37]1[C:43](=[O:44])[N:42]2[CH2:45][C@H:38]1[CH2:39][CH2:40][C@H:41]2[C:46]([NH:48][NH:49][C:50](=O)[CH2:51][N:52]([C:64]([O:66][C:67]([CH3:70])([CH3:69])[CH3:68])=[O:65])[CH:53]1[CH2:56][N:55]([C:57]([O:59][C:60]([CH3:63])([CH3:62])[CH3:61])=[O:58])[CH2:54]1)=[O:47])C1C=CC=CC=1. Product: [CH2:29]([O:36][N:37]1[C:43](=[O:44])[N:42]2[CH2:45][C@H:38]1[CH2:39][CH2:40][C@H:41]2[C:46]1[O:47][C:50]([CH2:51][N:52]([C:64]([O:66][C:67]([CH3:69])([CH3:68])[CH3:70])=[O:65])[CH:53]2[CH2:54][N:55]([C:57]([O:59][C:60]([CH3:62])([CH3:63])[CH3:61])=[O:58])[CH2:56]2)=[N:49][N:48]=1)[C:23]1[CH:24]=[CH:25][CH:26]=[CH:27][CH:28]=1. The catalyst class is: 2. (3) Reactant: [CH3:1][O:2][C:3]1[C:11]2[O:10][C:9]([CH3:13])([CH3:12])[CH2:8][C:7]=2[CH:6]=[C:5]([CH:14]=[C:15]([CH3:17])[CH3:16])[CH:4]=1.[C:18](#[N:25])[C:19]1[CH:24]=[CH:23][CH:22]=[CH:21][CH:20]=1.S(=O)(=O)(O)O. Product: [CH3:1][O:2][C:3]1[CH:4]=[C:5]2[C:6](=[C:7]3[CH2:8][C:9]([CH3:12])([CH3:13])[O:10][C:11]=13)[C:18]([C:19]1[CH:24]=[CH:23][CH:22]=[CH:21][CH:20]=1)=[N:25][C:15]([CH3:17])([CH3:16])[CH2:14]2. The catalyst class is: 15. (4) Reactant: [CH2:1]([O:8][C:9]1[C:13]([CH2:14][C:15]#N)=[CH:12][N:11]([CH3:17])[N:10]=1)[C:2]1[CH:7]=[CH:6][CH:5]=[CH:4][CH:3]=1.[OH-:18].[Na+].[O:20]1[CH2:24]CCC1.Cl. Product: [CH2:1]([O:8][C:9]1[C:13]([CH2:14][C:15]([O:20][CH3:24])=[O:18])=[CH:12][N:11]([CH3:17])[N:10]=1)[C:2]1[CH:7]=[CH:6][CH:5]=[CH:4][CH:3]=1. The catalyst class is: 8. (5) Reactant: [CH3:1][O:2][C:3]1[C:12]2[N:11]=[N:10][C:9]3=[C:13]([CH3:16])[N:14]=[CH:15][N:8]3[C:7]=2[N:6]=[CH:5][CH:4]=1.[Br:17]NC(=O)CCC(N)=O.O. Product: [Br:17][C:15]1[N:8]2[C:9]([N:10]=[N:11][C:12]3[C:3]([O:2][CH3:1])=[CH:4][CH:5]=[N:6][C:7]=32)=[C:13]([CH3:16])[N:14]=1. The catalyst class is: 10. (6) Reactant: [CH3:1][C:2]1[CH:3]=[C:4]([OH:11])[CH:5]=[CH:6][C:7]=1[N+:8]([O-:10])=[O:9].[F:12][C:13]([F:26])([F:25])[S:14](O[S:14]([C:13]([F:26])([F:25])[F:12])(=[O:16])=[O:15])(=[O:16])=[O:15].O. Product: [F:12][C:13]([F:26])([F:25])[S:14]([O:11][C:4]1[CH:5]=[CH:6][C:7]([N+:8]([O-:10])=[O:9])=[C:2]([CH3:1])[CH:3]=1)(=[O:16])=[O:15]. The catalyst class is: 17. (7) Reactant: CC1(C)N([O])C(C)(C)CCC1.[C:12]([O:16][C:17]([N:19]1[C@H:23]([CH2:24][OH:25])[CH2:22][C@@H:21]([CH:26]([CH3:28])[CH3:27])[C@@H:20]1[C:29]1[CH:34]=[CH:33][C:32]([O:35][CH3:36])=[C:31]([O:37][CH2:38][CH2:39][CH2:40][O:41][CH3:42])[CH:30]=1)=[O:18])([CH3:15])([CH3:14])[CH3:13].C(=O)([O-])O.[Na+].[Br-].[K+].Cl[O-].[Na+].S([O-])([O-])=O.[Na+].[Na+]. Product: [C:12]([O:16][C:17]([N:19]1[C@H:23]([CH:24]=[O:25])[CH2:22][C@@H:21]([CH:26]([CH3:28])[CH3:27])[C@@H:20]1[C:29]1[CH:34]=[CH:33][C:32]([O:35][CH3:36])=[C:31]([O:37][CH2:38][CH2:39][CH2:40][O:41][CH3:42])[CH:30]=1)=[O:18])([CH3:15])([CH3:14])[CH3:13]. The catalyst class is: 46. (8) Reactant: [F:1][C:2]([F:39])([F:38])[C@@H:3]([NH:20][C@H:21]([C:26]([NH:28][C@H:29]([C:34]([O:36]C)=[O:35])[CH2:30][CH2:31][S:32][CH3:33])=[O:27])[CH2:22][CH:23]([CH3:25])[CH3:24])[C:4]1[CH:9]=[CH:8][C:7]([C:10]2[CH:15]=[CH:14][C:13]([S:16]([CH3:19])(=[O:18])=[O:17])=[CH:12][CH:11]=2)=[CH:6][CH:5]=1.[OH-].[Li+]. Product: [F:39][C:2]([F:1])([F:38])[C@@H:3]([NH:20][C@H:21]([C:26]([NH:28][C@H:29]([C:34]([OH:36])=[O:35])[CH2:30][CH2:31][S:32][CH3:33])=[O:27])[CH2:22][CH:23]([CH3:25])[CH3:24])[C:4]1[CH:5]=[CH:6][C:7]([C:10]2[CH:11]=[CH:12][C:13]([S:16]([CH3:19])(=[O:17])=[O:18])=[CH:14][CH:15]=2)=[CH:8][CH:9]=1. The catalyst class is: 36. (9) Reactant: [NH:1]1[C:9]2[C:4](=[CH:5][CH:6]=[CH:7][CH:8]=2)[C:3]([C:10]([OH:12])=[O:11])=[CH:2]1.[H-].[Na+].[CH2:15](Br)[C:16]1[CH:21]=[CH:20][CH:19]=[CH:18][CH:17]=1. Product: [CH2:15]([N:1]1[C:9]2[C:4](=[CH:5][CH:6]=[CH:7][CH:8]=2)[C:3]([C:10]([OH:12])=[O:11])=[CH:2]1)[C:16]1[CH:21]=[CH:20][CH:19]=[CH:18][CH:17]=1. The catalyst class is: 3. (10) Reactant: [CH3:1][C:2]1[N:3]=[C:4]([CH3:30])[N:5]2[C:10]=1[C:9]([O:11][C:12]1[CH:17]=[C:16]([O:18][CH3:19])[C:15]([O:20][CH3:21])=[C:14]([O:22][CH3:23])[CH:13]=1)=[N:8][C:7]([C:24]1[CH:25]=[N:26][CH:27]=[CH:28][CH:29]=1)=[N:6]2.ClC1C=CC=C(C(OO)=[O:39])C=1. Product: [CH3:1][C:2]1[N:3]=[C:4]([CH3:30])[N:5]2[C:10]=1[C:9]([O:11][C:12]1[CH:17]=[C:16]([O:18][CH3:19])[C:15]([O:20][CH3:21])=[C:14]([O:22][CH3:23])[CH:13]=1)=[N:8][C:7]([C:24]1[CH:25]=[N+:26]([O-:39])[CH:27]=[CH:28][CH:29]=1)=[N:6]2. The catalyst class is: 4.